Dataset: Peptide-MHC class I binding affinity with 185,985 pairs from IEDB/IMGT. Task: Regression. Given a peptide amino acid sequence and an MHC pseudo amino acid sequence, predict their binding affinity value. This is MHC class I binding data. The peptide sequence is VYDFYVWI. The MHC is H-2-Kb with pseudo-sequence H-2-Kb. The binding affinity (normalized) is 0.309.